From a dataset of Forward reaction prediction with 1.9M reactions from USPTO patents (1976-2016). Predict the product of the given reaction. (1) Given the reactants [C:1]([C:5]1[CH:6]=[C:7]([NH2:17])[N:8]([C:10]2[CH:15]=[CH:14][N:13]=[C:12](Cl)[N:11]=2)[N:9]=1)([CH3:4])([CH3:3])[CH3:2].[CH3:18][N:19]([CH3:24])[CH2:20][CH2:21][NH:22][CH3:23], predict the reaction product. The product is: [NH2:17][C:7]1[N:8]([C:10]2[CH:15]=[CH:14][N:13]=[C:12]([N:22]([CH3:23])[CH2:21][CH2:20][N:19]([CH3:24])[CH3:18])[N:11]=2)[N:9]=[C:5]([C:1]([CH3:4])([CH3:3])[CH3:2])[CH:6]=1. (2) Given the reactants [NH2:1][C:2]1[CH:7]=[CH:6][CH:5]=[CH:4][C:3]=1[C:8]1[CH:13]=[CH:12][CH:11]=[CH:10][CH:9]=1.Cl.[N:15]([O-])=O.[Na+].[C:19]([CH2:21][C:22]([NH:24][CH2:25][CH:26]1[CH2:28][CH2:27]1)=[O:23])#[N:20].C([O-])(=O)C.[Na+].C(=O)([O-])[O-].[Na+].[Na+].C(=O)=O, predict the reaction product. The product is: [C:3]1([C:8]2[CH:9]=[CH:10][CH:11]=[CH:12][CH:13]=2)[CH:4]=[CH:5][CH:6]=[CH:7][C:2]=1[NH:1][N:15]=[C:21]([C:19]#[N:20])[C:22]([NH:24][CH2:25][CH:26]1[CH2:28][CH2:27]1)=[O:23]. (3) Given the reactants [Cl:1][C:2]1[N:3]=[C:4]([N:11]2[CH2:16][CH2:15][CH:14]([CH:17]=O)[CH2:13][CH2:12]2)[C:5]2[O:10][CH:9]=[CH:8][C:6]=2[N:7]=1.[F:19][CH:20]([F:23])[CH2:21][NH2:22].CC(O)=O.[BH-](OC(C)=O)(OC(C)=O)OC(C)=O.[Na+], predict the reaction product. The product is: [Cl:1][C:2]1[N:3]=[C:4]([N:11]2[CH2:16][CH2:15][CH:14]([CH2:17][NH:22][CH2:21][CH:20]([F:23])[F:19])[CH2:13][CH2:12]2)[C:5]2[O:10][CH:9]=[CH:8][C:6]=2[N:7]=1. (4) Given the reactants [Br:1][C:2]1[CH:3]=[C:4]2[C:8](=[CH:9][CH:10]=1)[N:7]([CH:11]1[CH2:16][CH2:15][CH2:14][CH2:13][O:12]1)[N:6]=[C:5]2[C:17]([OH:19])=O.C(Cl)(=O)C(Cl)=O.[N:26]1[CH:31]=[CH:30][N:29]=[CH:28][C:27]=1[NH2:32].C([O-])(O)=O.[Na+], predict the reaction product. The product is: [Br:1][C:2]1[CH:3]=[C:4]2[C:8](=[CH:9][CH:10]=1)[N:7]([CH:11]1[CH2:16][CH2:15][CH2:14][CH2:13][O:12]1)[N:6]=[C:5]2[C:17]([NH:32][C:27]1[CH:28]=[N:29][CH:30]=[CH:31][N:26]=1)=[O:19]. (5) Given the reactants [CH2:1]([O:8][C:9]([N:11]1[CH2:16][CH2:15][CH:14]([CH:17]=[O:18])[CH2:13][CH2:12]1)=[O:10])[C:2]1[CH:7]=[CH:6][CH:5]=[CH:4][CH:3]=1.[CH2:19]([Mg]Br)[CH3:20], predict the reaction product. The product is: [CH2:1]([O:8][C:9]([N:11]1[CH2:16][CH2:15][CH:14]([CH:17]([OH:18])[CH2:19][CH3:20])[CH2:13][CH2:12]1)=[O:10])[C:2]1[CH:7]=[CH:6][CH:5]=[CH:4][CH:3]=1. (6) Given the reactants [F:1][C:2]1[CH:9]=[CH:8][CH:7]=[C:6]([O:10]C)[C:3]=1[C:4]#[N:5].Cl.[NH+]1C=CC=CC=1.O, predict the reaction product. The product is: [F:1][C:2]1[CH:9]=[CH:8][CH:7]=[C:6]([OH:10])[C:3]=1[C:4]#[N:5].